This data is from Forward reaction prediction with 1.9M reactions from USPTO patents (1976-2016). The task is: Predict the product of the given reaction. (1) Given the reactants Br[C:2]1[CH:3]=[C:4]([O:9][C:10]2[C:11]([F:35])=[C:12]([CH2:17][NH:18][C:19]([C:21]3[N:25]([CH2:26][O:27][CH2:28][CH2:29][Si:30]([CH3:33])([CH3:32])[CH3:31])[CH:24]=[N:23][C:22]=3[Cl:34])=[O:20])[CH:13]=[CH:14][C:15]=2[Cl:16])[CH:5]=[C:6]([Cl:8])[CH:7]=1.[CH3:36][Si:37]([C:40]#[CH:41])([CH3:39])[CH3:38], predict the reaction product. The product is: [Cl:34][C:22]1[N:23]=[CH:24][N:25]([CH2:26][O:27][CH2:28][CH2:29][Si:30]([CH3:31])([CH3:33])[CH3:32])[C:21]=1[C:19]([NH:18][CH2:17][C:12]1[CH:13]=[CH:14][C:15]([Cl:16])=[C:10]([O:9][C:4]2[CH:3]=[C:2]([C:41]#[C:40][Si:37]([CH3:39])([CH3:38])[CH3:36])[CH:7]=[C:6]([Cl:8])[CH:5]=2)[C:11]=1[F:35])=[O:20]. (2) The product is: [CH3:1][O:2][C:3]([C:5]1[CH:6]=[CH:7][C:8]2[O:12][C:11]([NH:13][CH:14]3[CH2:19][CH2:18][N:17]([CH2:20][C:21]4[CH:22]=[C:23]([O:31][CH2:32][CH3:33])[C:24]([C:49]5[CH:54]=[CH:53][C:52]([F:55])=[CH:51][CH:50]=5)=[C:25]([O:27][CH2:28][CH3:29])[CH:26]=4)[CH2:16][CH2:15]3)=[N:10][C:9]=2[CH:34]=1)=[O:4]. Given the reactants [CH3:1][O:2][C:3]([C:5]1[CH:6]=[CH:7][C:8]2[O:12][C:11]([NH:13][CH:14]3[CH2:19][CH2:18][N:17]([CH2:20][C:21]4[CH:26]=[C:25]([O:27][CH2:28][CH3:29])[C:24](F)=[C:23]([O:31][CH2:32][CH3:33])[CH:22]=4)[CH2:16][CH2:15]3)=[N:10][C:9]=2[CH:34]=1)=[O:4].C(OC1C=C(C=O)C=C(OCC)C=1[C:49]1[CH:54]=[CH:53][C:52]([F:55])=[CH:51][CH:50]=1)C.C([BH3-])#N.[Na+].C(N(C(C)C)C(C)C)C, predict the reaction product. (3) The product is: [C:21]([C:20]1[CH:23]=[N:1][N:2]2[CH:6]=[C:5]([C:7]([O:9][CH2:10][CH3:11])=[O:8])[CH:4]=[C:3]2[C:12]=1[OH:14])#[N:22]. Given the reactants [NH2:1][N:2]1[CH:6]=[C:5]([C:7]([O:9][CH2:10][CH3:11])=[O:8])[CH:4]=[C:3]1[C:12]([O:14]CC)=O.C(O[C:20](OCC)([CH3:23])[C:21]#[N:22])C.CC1C=CC(S(O)(=O)=O)=CC=1.C1CCN2C(=NCCC2)CC1, predict the reaction product. (4) Given the reactants [Br:1][C:2]1[CH:7]=[C:6]([F:8])[CH:5]=[CH:4][C:3]=1[CH:9]1[C:14]([C:15]([O:17][CH2:18][CH3:19])=[O:16])=[C:13]([CH2:20]Br)[NH:12][C:11]([C:22]2[S:23][C:24]([C:27]([F:30])([F:29])[F:28])=[CH:25][N:26]=2)=[N:10]1.Cl.[NH:32]1[CH2:37][CH2:36][O:35][CH2:34][CH:33]1[CH2:38][OH:39], predict the reaction product. The product is: [Br:1][C:2]1[CH:7]=[C:6]([F:8])[CH:5]=[CH:4][C:3]=1[CH:9]1[C:14]([C:15]([O:17][CH2:18][CH3:19])=[O:16])=[C:13]([CH2:20][N:32]2[CH2:37][CH2:36][O:35][CH2:34][CH:33]2[CH2:38][OH:39])[NH:12][C:11]([C:22]2[S:23][C:24]([C:27]([F:30])([F:29])[F:28])=[CH:25][N:26]=2)=[N:10]1. (5) Given the reactants [CH3:1][O:2][C:3]1[CH:8]=[C:7]([N+:9]([O-:11])=[O:10])[CH:6]=[CH:5][C:4]=1[CH3:12].C(O[CH:18](N(C)C)[N:19](C)C)(C)(C)C.NOS(O)(=O)=O, predict the reaction product. The product is: [CH3:1][O:2][C:3]1[CH:8]=[C:7]([N+:9]([O-:11])=[O:10])[CH:6]=[CH:5][C:4]=1[CH2:12][C:18]#[N:19]. (6) Given the reactants [CH:1]1[C:10]2[C:5](=[CH:6][CH:7]=[CH:8][CH:9]=2)[CH:4]=[CH:3][C:2]=1[NH:11][C:12]1[C:20]2[C:19]3[CH2:21][NH:22][CH2:23][CH2:24][C:18]=3[NH:17][C:16]=2[N:15]=[CH:14][CH:13]=1.[C:25](OC(=O)C)(=[O:27])[CH3:26].C(N(CC)CC)C, predict the reaction product. The product is: [CH:1]1[C:10]2[C:5](=[CH:6][CH:7]=[CH:8][CH:9]=2)[CH:4]=[CH:3][C:2]=1[NH:11][C:12]1[C:20]2[C:19]3[CH2:21][N:22]([C:25](=[O:27])[CH3:26])[CH2:23][CH2:24][C:18]=3[NH:17][C:16]=2[N:15]=[CH:14][CH:13]=1.